From a dataset of Full USPTO retrosynthesis dataset with 1.9M reactions from patents (1976-2016). Predict the reactants needed to synthesize the given product. (1) Given the product [C:10]([O:9][C:7]([NH:6][C@H:5]([CH2:14][CH2:15][C:16]1[CH:21]=[CH:20][C:19]([CH2:22][CH2:23][CH2:24][CH2:25][CH2:26][CH2:27][CH2:28][CH3:29])=[CH:18][CH:17]=1)[C:4]([O:3][CH3:2])=[O:33])=[O:8])([CH3:11])([CH3:12])[CH3:13], predict the reactants needed to synthesize it. The reactants are: C[C:2]1(C)[N:6]([C:7]([O:9][C:10]([CH3:13])([CH3:12])[CH3:11])=[O:8])[C@H:5]([CH2:14][CH2:15][C:16]2[CH:21]=[CH:20][C:19]([CH2:22][CH2:23][CH2:24][CH2:25][CH2:26][CH2:27][CH2:28][CH3:29])=[CH:18][CH:17]=2)[CH2:4][O:3]1.CC(C)=[O:33].OS(O)(=O)=O.O=[Cr](=O)=O.[Si](C=[N+]=[N-])(C)(C)C. (2) Given the product [N:13]1([S:19]([C:22]2[CH:29]=[CH:28][C:25]([CH2:26][NH:27][C:10]([C:8]3[CH:7]=[CH:6][N:5]4[N:1]=[CH:2][CH:3]=[C:4]4[CH:9]=3)=[O:12])=[CH:24][CH:23]=2)(=[O:21])=[O:20])[CH2:14][CH2:15][CH2:16][CH2:17][CH2:18]1, predict the reactants needed to synthesize it. The reactants are: [N:1]1[N:5]2[CH:6]=[CH:7][C:8]([C:10]([OH:12])=O)=[CH:9][C:4]2=[CH:3][CH:2]=1.[N:13]1([S:19]([C:22]2[CH:29]=[CH:28][C:25]([CH2:26][NH2:27])=[CH:24][CH:23]=2)(=[O:21])=[O:20])[CH2:18][CH2:17][CH2:16][CH2:15][CH2:14]1.CCN(C(C)C)C(C)C.CCN=C=NCCCN(C)C.Cl.C1C=CC2N(O)N=NC=2C=1. (3) The reactants are: [C:1]1([CH:7]([C:25]2[CH:30]=[CH:29][CH:28]=[CH:27][CH:26]=2)[N:8]2[CH2:13][CH2:12][C:11]([C:17]3[CH:22]=[CH:21][CH:20]=[C:19]([O:23][CH3:24])[CH:18]=3)([C:14](O)=[O:15])[CH2:10][CH2:9]2)[CH:6]=[CH:5][CH:4]=[CH:3][CH:2]=1.S(Cl)(Cl)=O.[H-].[Na+].[C:37]([NH:41][S:42]([NH2:45])(=[O:44])=[O:43])([CH3:40])([CH3:39])[CH3:38].[Cl-].[NH4+]. Given the product [C:37]([NH:41][S:42]([NH:45][C:14]([C:11]1([C:17]2[CH:22]=[CH:21][CH:20]=[C:19]([O:23][CH3:24])[CH:18]=2)[CH2:12][CH2:13][N:8]([CH:7]([C:1]2[CH:6]=[CH:5][CH:4]=[CH:3][CH:2]=2)[C:25]2[CH:30]=[CH:29][CH:28]=[CH:27][CH:26]=2)[CH2:9][CH2:10]1)=[O:15])(=[O:44])=[O:43])([CH3:40])([CH3:39])[CH3:38], predict the reactants needed to synthesize it. (4) Given the product [F:27][C:26]([F:29])([F:28])[C:22]1[CH:21]=[C:20]([N:17]2[CH2:18][CH2:19][N:14]([CH2:13][CH2:12][CH2:11][N:6]3[CH:5]=[N:4][C:3]4[C:2](=[O:30])[NH:10][CH:9]=[N:8][C:7]3=4)[CH2:15][CH2:16]2)[CH:25]=[CH:24][CH:23]=1, predict the reactants needed to synthesize it. The reactants are: Cl[C:2]1[N:10]=[CH:9][N:8]=[C:7]2[C:3]=1[N:4]=[CH:5][N:6]2[CH2:11][CH2:12][CH2:13][N:14]1[CH2:19][CH2:18][N:17]([C:20]2[CH:25]=[CH:24][CH:23]=[C:22]([C:26]([F:29])([F:28])[F:27])[CH:21]=2)[CH2:16][CH2:15]1.[OH2:30]. (5) Given the product [CH2:13]([C:14]1[CH:13]=[C:12]([N:10]2[C:24](=[O:25])[C:22]([Cl:23])=[C:20]([Cl:21])[CH:19]=[N:11]2)[CH:17]=[CH:16][CH:15]=1)[CH2:12][CH2:17][CH3:16], predict the reactants needed to synthesize it. The reactants are: N([O-])=O.[Na+].O.O.Cl[Sn]Cl.[NH:10]([C:12]1[CH:13]=[C:14](Cl)[CH:15]=[CH:16][CH:17]=1)[NH2:11].[C:19](O)(=O)/[C:20](=[C:22](\[CH:24]=[O:25])/[Cl:23])/[Cl:21]. (6) Given the product [Cl:1][C:2]1[C:3]([NH:23][C:24]2[CH:28]=[C:27]([CH3:29])[NH:26][N:25]=2)=[N:4][C:5]([NH:8][C:9]2[C:10]([CH3:22])=[CH:11][C:12]([CH:16]3[CH2:21][CH2:20][N:19]([CH2:41][C:42]4([C:45]#[N:46])[CH2:44][CH2:43]4)[CH2:18][CH2:17]3)=[C:13]([CH3:15])[CH:14]=2)=[N:6][CH:7]=1, predict the reactants needed to synthesize it. The reactants are: [Cl:1][C:2]1[C:3]([NH:23][C:24]2[CH:28]=[C:27]([CH3:29])[NH:26][N:25]=2)=[N:4][C:5]([NH:8][C:9]2[CH:14]=[C:13]([CH3:15])[C:12]([CH:16]3[CH2:21][CH2:20][NH:19][CH2:18][CH2:17]3)=[CH:11][C:10]=2[CH3:22])=[N:6][CH:7]=1.CC1C=CC(S(O[CH2:41][C:42]2([C:45]#[N:46])[CH2:44][CH2:43]2)(=O)=O)=CC=1.CCN(C(C)C)C(C)C. (7) Given the product [NH2:5][C:6]1[N:11]=[C:10]([NH:12][C:13](=[O:33])[C:14]2[CH:19]=[CH:18][CH:17]=[CH:16][C:15]=2[NH:20][C:21](=[O:32])[C:22]2[CH:23]=[CH:24][C:25]([C:28]([CH3:29])([CH3:31])[CH3:30])=[CH:26][CH:27]=2)[CH:9]=[CH:8][CH:7]=1, predict the reactants needed to synthesize it. The reactants are: C1(=O)[N:5]([C:6]2[N:11]=[C:10]([NH:12][C:13](=[O:33])[C:14]3[CH:19]=[CH:18][CH:17]=[CH:16][C:15]=3[NH:20][C:21](=[O:32])[C:22]3[CH:27]=[CH:26][C:25]([C:28]([CH3:31])([CH3:30])[CH3:29])=[CH:24][CH:23]=3)[CH:9]=[CH:8][CH:7]=2)C(=O)C2=CC=CC=C12.O.NN.